This data is from Full USPTO retrosynthesis dataset with 1.9M reactions from patents (1976-2016). The task is: Predict the reactants needed to synthesize the given product. Given the product [CH2:20]([O:27][C:28]([N:5]([CH2:4][C:3]([O:2][CH3:1])=[O:14])[C:6]([CH3:12])([CH3:13])[CH2:7][C:8]([O:10][CH3:11])=[O:9])=[O:29])[C:21]1[CH:26]=[CH:25][CH:24]=[CH:23][CH:22]=1, predict the reactants needed to synthesize it. The reactants are: [CH3:1][O:2][C:3](=[O:14])[CH2:4][NH:5][C:6]([CH3:13])([CH3:12])[CH2:7][C:8]([O:10][CH3:11])=[O:9].C([O-])(O)=O.[Na+].[CH2:20]([O:27][C:28](Cl)=[O:29])[C:21]1[CH:26]=[CH:25][CH:24]=[CH:23][CH:22]=1.